From a dataset of Full USPTO retrosynthesis dataset with 1.9M reactions from patents (1976-2016). Predict the reactants needed to synthesize the given product. (1) Given the product [F:1][C:2]1[CH:9]=[C:8]([NH:10][CH3:11])[C:7]([F:12])=[CH:6][C:3]=1[CH:4]=[O:24], predict the reactants needed to synthesize it. The reactants are: [F:1][C:2]1[CH:9]=[C:8]([NH:10][CH3:11])[C:7]([F:12])=[CH:6][C:3]=1[C:4]#N.[H-].C([Al+]CC(C)C)C(C)C.C[OH:24].Cl. (2) Given the product [CH2:26]([O:25][CH2:24][CH2:23][NH:22][C:15]1[N:14]=[C:13]([Cl:12])[CH:21]=[CH:20][C:16]=1[C:17]([NH2:19])=[O:18])[C:4]1[CH:3]=[CH:7][CH:8]=[CH:9][CH:27]=1, predict the reactants needed to synthesize it. The reactants are: ClC1N=[C:9](Cl)[CH:8]=[CH:7][C:3]=1[C:4](N)=O.[Cl:12][C:13]1[CH:21]=[CH:20][C:16]([C:17]([NH2:19])=[O:18])=[C:15]([NH:22][CH2:23][CH2:24][O:25][CH3:26])[N:14]=1.[CH2:27](N(CC)CC)C. (3) Given the product [CH:31]1([O:30][C:29]([NH:3][CH:4]([C:16]2[CH:21]=[CH:20][CH:19]=[CH:18][CH:17]=2)[C:5]([O:7][C@@H:8]2[CH:13]3[CH2:12][CH2:11][N:10]([CH2:15][CH2:14]3)[CH2:9]2)=[O:6])=[O:37])[CH2:36][CH2:35][CH2:34][CH2:33][CH2:32]1, predict the reactants needed to synthesize it. The reactants are: Cl.Cl.[NH2:3][CH:4]([C:16]1[CH:21]=[CH:20][CH:19]=[CH:18][CH:17]=1)[C:5]([O:7][C@@H:8]1[CH:13]2[CH2:14][CH2:15][N:10]([CH2:11][CH2:12]2)[CH2:9]1)=[O:6].C(N(CC)CC)C.[C:29](Cl)(=[O:37])[O:30][CH:31]1[CH2:36][CH2:35][CH2:34][CH2:33][CH2:32]1. (4) Given the product [CH3:39][O:38][C:16]1[CH:15]=[C:14]([CH:11]2[CH2:12][CH2:13][N:8]([CH2:7][C:6]([OH:40])=[O:5])[CH2:9][CH2:10]2)[CH:19]=[CH:18][C:17]=1[NH:20][C:21]1[N:26]=[CH:25][C:24]2=[CH:27][CH:28]=[C:29]([C:30]3[CH:35]=[CH:34][CH:33]=[CH:32][C:31]=3[O:36][CH3:37])[N:23]2[N:22]=1, predict the reactants needed to synthesize it. The reactants are: C([O:5][C:6](=[O:40])[CH2:7][N:8]1[CH2:13][CH2:12][CH:11]([C:14]2[CH:19]=[CH:18][C:17]([NH:20][C:21]3[N:26]=[CH:25][C:24]4=[CH:27][CH:28]=[C:29]([C:30]5[CH:35]=[CH:34][CH:33]=[CH:32][C:31]=5[O:36][CH3:37])[N:23]4[N:22]=3)=[C:16]([O:38][CH3:39])[CH:15]=2)[CH2:10][CH2:9]1)(C)(C)C.